Dataset: Catalyst prediction with 721,799 reactions and 888 catalyst types from USPTO. Task: Predict which catalyst facilitates the given reaction. Reactant: [Cl:1][C:2]1[CH:7]=[C:6]2[NH:8][C:9](=[O:41])[C:10]3([CH:15]([C:16]4[CH:21]=[C:20]([Cl:22])[CH:19]=[CH:18][C:17]=4[O:23][C:24]([C:27]([O:29]CC)=[O:28])([CH3:26])[CH3:25])[CH2:14][C:13](=[O:32])[NH:12][CH:11]3[C:33]3[CH:38]=[C:37]([F:39])[CH:36]=[CH:35][C:34]=3[CH3:40])[C:5]2=[CH:4][CH:3]=1.[OH-].[Na+].O. Product: [Cl:1][C:2]1[CH:7]=[C:6]2[NH:8][C:9](=[O:41])[C:10]3([CH:15]([C:16]4[CH:21]=[C:20]([Cl:22])[CH:19]=[CH:18][C:17]=4[O:23][C:24]([C:27]([OH:29])=[O:28])([CH3:25])[CH3:26])[CH2:14][C:13](=[O:32])[NH:12][CH:11]3[C:33]3[CH:38]=[C:37]([F:39])[CH:36]=[CH:35][C:34]=3[CH3:40])[C:5]2=[CH:4][CH:3]=1. The catalyst class is: 5.